This data is from Catalyst prediction with 721,799 reactions and 888 catalyst types from USPTO. The task is: Predict which catalyst facilitates the given reaction. (1) Reactant: N1C=CC=CC=1.[CH3:7][N:8]([CH3:38])[C:9]([C:11]1[C:12]2[C@H:13]([O:33][CH2:34][CH2:35][CH2:36][CH3:37])[C@H:14]([OH:32])[C@@H:15]([C:26]3[CH:31]=[CH:30][CH:29]=[CH:28][CH:27]=3)[NH:16][C:17]=2[C:18]2[N:23]=[C:22]([CH3:24])[N:21]([CH3:25])[C:19]=2[CH:20]=1)=[O:10].[CH:39]1[CH:44]=[CH:43][C:42]([O:45][C:46](Cl)=[S:47])=[CH:41][CH:40]=1.C(=O)(O)[O-].[Na+]. Product: [C:42]1([O:45][C:46](=[S:47])[O:32][C@H:14]2[C@@H:13]([O:33][CH2:34][CH2:35][CH2:36][CH3:37])[C:12]3[C:11]([C:9](=[O:10])[N:8]([CH3:7])[CH3:38])=[CH:20][C:19]4[N:21]([CH3:25])[C:22]([CH3:24])=[N:23][C:18]=4[C:17]=3[NH:16][C@@H:15]2[C:26]2[CH:31]=[CH:30][CH:29]=[CH:28][CH:27]=2)[CH:43]=[CH:44][CH:39]=[CH:40][CH:41]=1. The catalyst class is: 4. (2) Reactant: [Br:1][C:2]1[CH:3]=[C:4]2[C:9](=[CH:10][CH:11]=1)[N:8]=[C:7]([C:12]1[CH:17]=[CH:16][CH:15]=[C:14]([C:18]([F:21])([F:20])[F:19])[CH:13]=1)[C:6]([CH3:22])=[C:5]2[C:23]([OH:25])=[O:24].[C:26](Cl)(=O)C(Cl)=O.CO. Product: [Br:1][C:2]1[CH:3]=[C:4]2[C:9](=[CH:10][CH:11]=1)[N:8]=[C:7]([C:12]1[CH:17]=[CH:16][CH:15]=[C:14]([C:18]([F:21])([F:19])[F:20])[CH:13]=1)[C:6]([CH3:22])=[C:5]2[C:23]([O:25][CH3:26])=[O:24]. The catalyst class is: 139.